This data is from Forward reaction prediction with 1.9M reactions from USPTO patents (1976-2016). The task is: Predict the product of the given reaction. (1) Given the reactants [O:1]1[CH2:5][CH2:4][CH:3]([CH:6]=O)[CH2:2]1.[ClH:8].[NH2:9][OH:10], predict the reaction product. The product is: [OH:10][N:9]=[C:6]([Cl:8])[CH:3]1[CH2:4][CH2:5][O:1][CH2:2]1. (2) Given the reactants [F:1][C:2]([F:15])([F:14])[C:3]([NH:5][CH2:6][C:7]([O:9][CH2:10][C:11]#[C:12][CH3:13])=[O:8])=[O:4].[H][H], predict the reaction product. The product is: [F:1][C:2]([F:14])([F:15])[C:3]([NH:5][CH2:6][C:7]([O:9][CH2:10]/[CH:11]=[CH:12]\[CH3:13])=[O:8])=[O:4]. (3) Given the reactants [C:1](OCC)(=[O:8])[CH2:2][C:3]([O:5][CH2:6][CH3:7])=[O:4].[Cl-].[Mg+2].[Cl-].C(N(CC)CC)C.C(O[CH:25]=[CH:26][C:27](=[O:32])[C:28]([F:31])([F:30])[F:29])C.Cl, predict the reaction product. The product is: [CH2:6]([O:5][C:3]([C:2]1[C:1](=[O:8])[O:32][C:27]([C:28]([F:29])([F:30])[F:31])=[CH:26][CH:25]=1)=[O:4])[CH3:7]. (4) Given the reactants [Cl:1][C:2]1[CH:3]=[C:4]([NH:17][C:18]2[C:19]3[CH:26]=[C:25]([C:27]#[CH:28])[S:24][C:20]=3[N:21]=[CH:22][N:23]=2)[CH:5]=[CH:6][C:7]=1[O:8][CH2:9][C:10]1[CH:15]=[CH:14][CH:13]=[C:12]([F:16])[CH:11]=1.Br[C:30]1[N:35]=[CH:34][CH:33]=[CH:32][N:31]=1.C(N(CC)CC)C, predict the reaction product. The product is: [Cl:1][C:2]1[CH:3]=[C:4]([NH:17][C:18]2[C:19]3[CH:26]=[C:25]([C:27]#[C:28][C:30]4[N:35]=[CH:34][CH:33]=[CH:32][N:31]=4)[S:24][C:20]=3[N:21]=[CH:22][N:23]=2)[CH:5]=[CH:6][C:7]=1[O:8][CH2:9][C:10]1[CH:15]=[CH:14][CH:13]=[C:12]([F:16])[CH:11]=1.